From a dataset of Forward reaction prediction with 1.9M reactions from USPTO patents (1976-2016). Predict the product of the given reaction. (1) Given the reactants S(Cl)(Cl)=O.[CH2:5]([O:12][C:13]1[CH:14]=[CH:15][C:16]([N+:21]([O-:23])=[O:22])=[C:17]([CH:20]=1)[NH:18][CH3:19])[C:6]1[CH:11]=[CH:10][CH:9]=[CH:8][CH:7]=1.[CH3:24][O:25][C:26]([C:28]1[CH:29]=[C:30]([CH:36]=[CH:37][CH:38]=1)[O:31][CH2:32][C:33]([OH:35])=O)=[O:27].O, predict the reaction product. The product is: [CH2:5]([O:12][C:13]1[CH:14]=[CH:15][C:16]([N+:21]([O-:23])=[O:22])=[C:17]([N:18]([CH3:19])[C:33](=[O:35])[CH2:32][O:31][C:30]2[CH:29]=[C:28]([CH:38]=[CH:37][CH:36]=2)[C:26]([O:25][CH3:24])=[O:27])[CH:20]=1)[C:6]1[CH:7]=[CH:8][CH:9]=[CH:10][CH:11]=1. (2) Given the reactants [C:1]1([C:7]2[NH:8][C:9](=[O:20])[NH:10][C:11]3[C:16]=2[CH:15]=[C:14]2[CH:17]=[CH:18][CH:19]=[C:13]2[CH:12]=3)[CH:6]=[CH:5][CH:4]=[CH:3][CH:2]=1.C([O-])([O-])=O.[K+].[K+].I[CH2:28][CH3:29].O, predict the reaction product. The product is: [CH2:28]([O:20][C:9]1[N:8]=[C:7]([C:1]2[CH:2]=[CH:3][CH:4]=[CH:5][CH:6]=2)[C:16]2[CH2:15][C:14]3=[CH:17][CH:18]=[CH:19][C:13]3=[CH:12][C:11]=2[N:10]=1)[CH3:29].